Dataset: Reaction yield outcomes from USPTO patents with 853,638 reactions. Task: Predict the reaction yield, written as a fraction of the theoretical maximum amount of product (1.0 means a 100% yield; for example, 0.34 means a 34% yield). The reactants are [Cl:1][C:2]1[C:7]([C:8]([N:10]([C:15]2[CH:20]=[CH:19][C:18]([O:21][CH3:22])=[C:17]([C:23]#[N:24])[CH:16]=2)[CH2:11][C@H:12]([OH:14])[CH3:13])=[O:9])=[C:6](Cl)[N:5]=[CH:4][N:3]=1.C(=O)([O-])[O-].[K+].[K+]. The catalyst is C(#N)C. The product is [Cl:1][C:2]1[C:7]2[C:8](=[O:9])[N:10]([C:15]3[CH:20]=[CH:19][C:18]([O:21][CH3:22])=[C:17]([CH:16]=3)[C:23]#[N:24])[CH2:11][C@@H:12]([CH3:13])[O:14][C:6]=2[N:5]=[CH:4][N:3]=1. The yield is 0.344.